From a dataset of Reaction yield outcomes from USPTO patents with 853,638 reactions. Predict the reaction yield, written as a fraction of the theoretical maximum amount of product (1.0 means a 100% yield; for example, 0.34 means a 34% yield). (1) The reactants are C([N:8]1[CH2:12][C@:11]2([O:23][CH3:24])[CH2:13][N:14]([C:16]([O:18][C:19]([CH3:22])([CH3:21])[CH3:20])=[O:17])[CH2:15][C@@H:10]2[CH2:9]1)C1C=CC=CC=1. The catalyst is CCO.[OH-].[OH-].[Pd+2]. The product is [CH3:24][O:23][C@@:11]12[CH2:13][N:14]([C:16]([O:18][C:19]([CH3:22])([CH3:21])[CH3:20])=[O:17])[CH2:15][C@@H:10]1[CH2:9][NH:8][CH2:12]2. The yield is 0.950. (2) The reactants are [CH2:1]([O:8][N:9]1[C:18]2[C:13](=[CH:14][CH:15]=[CH:16][N:17]=2)[C:12](OS(C(F)(F)F)(=O)=O)=[C:11]([C:27]([O:29][CH3:30])=[O:28])[C:10]1=[O:31])[C:2]1[CH:7]=[CH:6][CH:5]=[CH:4][CH:3]=1.C(N(CC)CC)C.C([SiH](C(C)C)C(C)C)(C)C. The catalyst is CN(C=O)C.Cl[Pd](Cl)([P](C1C=CC=CC=1)(C1C=CC=CC=1)C1C=CC=CC=1)[P](C1C=CC=CC=1)(C1C=CC=CC=1)C1C=CC=CC=1. The product is [CH2:1]([O:8][N:9]1[C:18]2[C:13](=[CH:14][CH:15]=[CH:16][N:17]=2)[CH:12]=[C:11]([C:27]([O:29][CH3:30])=[O:28])[C:10]1=[O:31])[C:2]1[CH:7]=[CH:6][CH:5]=[CH:4][CH:3]=1. The yield is 0.520. (3) The reactants are [CH3:1][C:2]1[CH:7]=[CH:6][C:5]([S:8](Cl)(=[O:10])=[O:9])=[CH:4][CH:3]=1.[C:12]1([C:18]2([C:24]#[N:25])[CH2:23][CH2:22][NH:21][CH2:20][CH2:19]2)[CH:17]=[CH:16][CH:15]=[CH:14][CH:13]=1.C(N(CC)CC)C.O. The catalyst is ClCCl. The product is [C:12]1([C:18]2([C:24]#[N:25])[CH2:19][CH2:20][N:21]([S:8]([C:5]3[CH:6]=[CH:7][C:2]([CH3:1])=[CH:3][CH:4]=3)(=[O:10])=[O:9])[CH2:22][CH2:23]2)[CH:13]=[CH:14][CH:15]=[CH:16][CH:17]=1. The yield is 0.990.